From a dataset of Reaction yield outcomes from USPTO patents with 853,638 reactions. Predict the reaction yield, written as a fraction of the theoretical maximum amount of product (1.0 means a 100% yield; for example, 0.34 means a 34% yield). (1) The reactants are C(NC(C)C)(C)C.C(=O)=O.[CH2:11]([OH:14])[CH2:12]O.C([Li])CCC.CC(C)(C(=O)C)C(OC)=O.C1C=CC(N([S:37]([C:40]([F:43])([F:42])[F:41])(=[O:39])=[O:38])[S:37]([C:40]([F:43])([F:42])[F:41])(=[O:39])=[O:38])=CC=1. The catalyst is C1COCC1.C(OCC)(=O)C. The product is [O:14]([CH:11]=[CH2:12])[S:37]([C:40]([F:43])([F:42])[F:41])(=[O:39])=[O:38]. The yield is 0.870. (2) The reactants are Cl[C:2]1[C:7]([CH3:8])=[C:6]([Cl:9])[N:5]=[CH:4][C:3]=1[C:10]([N:12]1[CH2:17][CH2:16][CH:15]([C:18]2[CH:23]=[CH:22][C:21]([F:24])=[CH:20][CH:19]=2)[CH2:14][CH2:13]1)=[O:11].[C:25]1([CH:31]([NH2:33])[CH3:32])[CH:30]=[CH:29][CH:28]=[CH:27][CH:26]=1. No catalyst specified. The product is [Cl:9][C:6]1[N:5]=[CH:4][C:3]([C:10]([N:12]2[CH2:17][CH2:16][CH:15]([C:18]3[CH:23]=[CH:22][C:21]([F:24])=[CH:20][CH:19]=3)[CH2:14][CH2:13]2)=[O:11])=[C:2]([NH:33][CH:31]([C:25]2[CH:30]=[CH:29][CH:28]=[CH:27][CH:26]=2)[CH3:32])[C:7]=1[CH3:8]. The yield is 0.830. (3) The reactants are [CH3:1][N:2]1[CH2:7][CH2:6][NH:5][CH2:4][CH2:3]1.C1C=CC2N(O)N=NC=2C=1.CCN=C=NCCCN(C)C.Cl.[OH:30][C:31]1[CH:39]=[CH:38][C:34]([C:35]([OH:37])=O)=[CH:33][C:32]=1[O:40][CH3:41]. The catalyst is C(Cl)Cl. The product is [OH:30][C:31]1[CH:39]=[CH:38][C:34]([C:35]([N:5]2[CH2:6][CH2:7][N:2]([CH3:1])[CH2:3][CH2:4]2)=[O:37])=[CH:33][C:32]=1[O:40][CH3:41]. The yield is 0.960. (4) The reactants are C(=O)(O)[O-].[Na+:5].S([O-])([O-])=O.[Na+].[Na+].[F:12][CH:13]([F:25])[O:14][C:15]1[CH:16]=[C:17]([S:21](Cl)(=[O:23])=[O:22])[CH:18]=[CH:19][CH:20]=1.S(Cl)(Cl)(=O)=O. The catalyst is O.CCCCCCC.C(OCC)(=O)C. The product is [F:25][CH:13]([F:12])[O:14][C:15]1[CH:16]=[C:17]([S:21]([O-:23])=[O:22])[CH:18]=[CH:19][CH:20]=1.[Na+:5]. The yield is 1.00.